The task is: Predict the reactants needed to synthesize the given product.. This data is from Full USPTO retrosynthesis dataset with 1.9M reactions from patents (1976-2016). (1) Given the product [Si:1]([O:8][CH2:9][CH2:10][CH2:11][NH:12][CH2:25][CH2:26][N:27]1[CH2:28][CH2:29][S:30](=[O:34])(=[O:33])[CH2:31][CH2:32]1)([C:4]([CH3:7])([CH3:5])[CH3:6])([CH3:3])[CH3:2], predict the reactants needed to synthesize it. The reactants are: [Si:1]([O:8][CH2:9][CH2:10][CH2:11][N:12]([CH2:25][CH2:26][N:27]1[CH2:32][CH2:31][S:30](=[O:34])(=[O:33])[CH2:29][CH2:28]1)S(C1C=CC=CC=1[N+]([O-])=O)(=O)=O)([C:4]([CH3:7])([CH3:6])[CH3:5])([CH3:3])[CH3:2].C1(S)C=CC=CC=1.C(=O)([O-])[O-].[K+].[K+]. (2) Given the product [Cl:1][C:2]1[C:3]([C:27]2[C:35]3[C:30](=[CH:31][CH:32]=[CH:33][CH:34]=3)[N:29]([CH3:36])[CH:28]=2)=[N:4][C:5]([NH:8][C:9]2[C:10]([O:25][CH3:26])=[CH:11][C:12]([N:18]3[CH2:19][CH:20]([N:22]([CH3:24])[CH3:23])[CH2:21]3)=[C:13]([NH2:15])[CH:14]=2)=[N:6][CH:7]=1, predict the reactants needed to synthesize it. The reactants are: [Cl:1][C:2]1[C:3]([C:27]2[C:35]3[C:30](=[CH:31][CH:32]=[CH:33][CH:34]=3)[N:29]([CH3:36])[CH:28]=2)=[N:4][C:5]([NH:8][C:9]2[CH:14]=[C:13]([N+:15]([O-])=O)[C:12]([N:18]3[CH2:21][CH:20]([N:22]([CH3:24])[CH3:23])[CH2:19]3)=[CH:11][C:10]=2[O:25][CH3:26])=[N:6][CH:7]=1.[NH4+].[Cl-]. (3) Given the product [CH3:15][O:14][CH2:13][CH2:12][CH2:11][S:8]([C:5]1[CH:6]=[CH:7][C:2]([C:27]2[CH:26]=[CH:25][C:24]([CH2:23][CH2:22][N:18]3[CH2:19][CH2:20][CH2:21][C@H:17]3[CH3:16])=[CH:29][CH:28]=2)=[CH:3][CH:4]=1)(=[O:10])=[O:9], predict the reactants needed to synthesize it. The reactants are: Br[C:2]1[CH:7]=[CH:6][C:5]([S:8]([CH2:11][CH2:12][CH2:13][O:14][CH3:15])(=[O:10])=[O:9])=[CH:4][CH:3]=1.[CH3:16][C@@H:17]1[CH2:21][CH2:20][CH2:19][N:18]1[CH2:22][CH2:23][C:24]1[CH:29]=[CH:28][C:27](B(O)O)=[CH:26][CH:25]=1.